This data is from Experimentally validated miRNA-target interactions with 360,000+ pairs, plus equal number of negative samples. The task is: Binary Classification. Given a miRNA mature sequence and a target amino acid sequence, predict their likelihood of interaction. (1) The miRNA is hsa-miR-532-5p with sequence CAUGCCUUGAGUGUAGGACCGU. The protein sequence of the target gene is MMKKKKFKFKVDFELEELSSVPFVNGVLFCKMRLLDGGSFTAESSREVVQANCVRWRKKFSFMCKMSASAATGILDPCIYRVSVRKELKGGKAYAKLGFADLNLAEFAGSGNTTRRCLLEGYDTKNTRQDNSILKVLISMQLMSGDPCFKTPPSTSMSIPIAGESESLQEDRKGGETLKVHLGIADLSAKSASVPDELGACGHSRTSSYASQQSKVSGYSTCHSRSSSFSELCHRRNTSVGSTSTGVESILEPCDEIEQKIAEPNLDTADKEDTASEKLSRCPVKQDSVESQLKRVDDTR.... Result: 1 (interaction). (2) The miRNA is hsa-miR-4633-5p with sequence AUAUGCCUGGCUAGCUCCUC. The protein sequence of the target gene is MTDTSVLDQWKASFFVEDFLEKKTITRMVTQINCEFEEVVPSSNPDSQIEVEEVSLYTHMDYNEVFTPVSCLEKCSALQNQNQDLFIDDKGILFVSSRKHLPTLPTLLSRLKLFLVKDPLLDFKGQIFTEANFSRECFSLQETLEAFVKEDFCMDKVNFCQEKLEDTICLNEPSSFLIEYEFLIPPSLKPEIDIPSLSELKELLNPVPEIINYVDEKEKLFERDLTNKHGIEDIGDIKFSSTEILTIQSQSEPEECSKPGELEMPLTPLFLTCQHSSVNSLRTELQTFPLSPVCKINLLT.... Result: 0 (no interaction).